Dataset: Forward reaction prediction with 1.9M reactions from USPTO patents (1976-2016). Task: Predict the product of the given reaction. (1) Given the reactants [NH2:1][C:2]1[C:7]2[N:8]=[C:9]([S:19][C:20]3[C:28]([I:29])=[CH:27][C:23]4[O:24][CH2:25][O:26][C:22]=4[CH:21]=3)[N:10]([CH2:11][CH2:12][CH2:13][CH2:14][C:15]([O:17]C)=O)[C:6]=2[CH:5]=[CH:4][N:3]=1.N.[NH2:31]C1C2N=C(SC3C(I)=CC4OCOC=4C=3)N(CCCC(OCC)=O)C=2C=CN=1, predict the reaction product. The product is: [NH2:1][C:2]1[C:7]2[N:8]=[C:9]([S:19][C:20]3[C:28]([I:29])=[CH:27][C:23]4[O:24][CH2:25][O:26][C:22]=4[CH:21]=3)[N:10]([CH2:11][CH2:12][CH2:13][CH2:14][C:15]([NH2:31])=[O:17])[C:6]=2[CH:5]=[CH:4][N:3]=1. (2) The product is: [Br:25][C:5]1[CH:4]=[N:3][N:2]([CH3:1])[C:6]=1[C:7]1[CH:12]=[CH:11][N:10]=[CH:9][CH:8]=1. Given the reactants [CH3:1][N:2]1[C:6]([C:7]2[CH:12]=[CH:11][N:10]=[CH:9][CH:8]=2)=[CH:5][CH:4]=[N:3]1.CN1C=CC(C2C=CN=CC=2)=N1.[Br:25]Br.C(=O)(O)[O-].[Na+], predict the reaction product. (3) The product is: [NH2:12][CH:13]1[CH2:14][N:15]([C:17]([C:19]2[N:20]=[C:21]([N:24]3[CH2:27][CH:26]([S:28][C:29]4[C@H:30]([CH3:53])[C@@H:31]5[C@@H:48]([C@H:49]([OH:51])[CH3:50])[C:47](=[O:52])[N:32]5[C:33]=4[C:34]([OH:36])=[O:35])[CH2:25]3)[O:22][CH:23]=2)=[O:18])[CH2:16]1. Given the reactants [N+](C1C=CC(COC([NH:12][CH:13]2[CH2:16][N:15]([C:17]([C:19]3[N:20]=[C:21]([N:24]4[CH2:27][CH:26]([S:28][C:29]5[C@H:30]([CH3:53])[C@@H:31]6[C@@H:48]([C@H:49]([OH:51])[CH3:50])[C:47](=[O:52])[N:32]6[C:33]=5[C:34]([O:36]CC5C=CC([N+]([O-])=O)=CC=5)=[O:35])[CH2:25]4)[O:22][CH:23]=3)=[O:18])[CH2:14]2)=O)=CC=1)([O-])=O, predict the reaction product.